This data is from Forward reaction prediction with 1.9M reactions from USPTO patents (1976-2016). The task is: Predict the product of the given reaction. Given the reactants [NH2:1][C:2]1[CH:10]=[CH:9][CH:8]=[CH:7][C:3]=1[C:4]([NH2:6])=[O:5].[CH3:11][N:12]([CH3:21])[CH2:13][CH2:14][CH2:15][CH2:16][CH2:17][C:18](Cl)=O, predict the reaction product. The product is: [CH3:11][N:12]([CH3:21])[CH2:13][CH2:14][CH2:15][CH2:16][CH2:17][C:18]1[NH:6][C:4](=[O:5])[C:3]2[C:2](=[CH:10][CH:9]=[CH:8][CH:7]=2)[N:1]=1.